Task: Predict which catalyst facilitates the given reaction.. Dataset: Catalyst prediction with 721,799 reactions and 888 catalyst types from USPTO (1) Reactant: Cl[C:2]1[CH:3]=[C:4]([CH:7]=[CH:8][C:9]=1[CH2:10][C:11]([OH:29])([C:25]([F:28])([F:27])[F:26])[CH2:12][C:13]([C:16]1[CH:21]=[C:20]([F:22])[CH:19]=[CH:18][C:17]=1[O:23][CH3:24])([CH3:15])[CH3:14])[CH:5]=O.[ClH:30].[NH2:31][OH:32].[CH2:33](O)C. Product: [Cl:30][C:8]1[CH:7]=[C:4]([C:5](=[N:31][OH:32])[CH3:33])[CH:3]=[CH:2][C:9]=1[CH2:10][C:11]([OH:29])([C:25]([F:27])([F:26])[F:28])[CH2:12][C:13]([C:16]1[CH:21]=[C:20]([F:22])[CH:19]=[CH:18][C:17]=1[O:23][CH3:24])([CH3:15])[CH3:14]. The catalyst class is: 15. (2) Reactant: [CH2:1]([O:3][C:4]1[CH:9]=[C:8]([C:10]([O:12][CH2:13][CH3:14])=[O:11])[CH:7]=[C:6]([C:15]([CH3:17])=[CH2:16])[C:5]=1[C:18]1[CH:23]=[CH:22][C:21]([F:24])=[CH:20][CH:19]=1)[CH3:2].C[Si](C)(C)[C:27]([F:30])(F)[F:28].[I-].[Na+].C1COCC1. Product: [F:28][C:27]1([F:30])[CH2:16][C:15]1([C:6]1[CH:7]=[C:8]([C:10]([O:12][CH2:13][CH3:14])=[O:11])[CH:9]=[C:4]([O:3][CH2:1][CH3:2])[C:5]=1[C:18]1[CH:23]=[CH:22][C:21]([F:24])=[CH:20][CH:19]=1)[CH3:17]. The catalyst class is: 6. (3) The catalyst class is: 18. Reactant: [Cl:1][C:2]1[CH:3]=[C:4]([N:9]2[C:14](=[O:15])[CH:13]=[C:12]([OH:16])[C:11]([C:17]([O:19][CH3:20])=[O:18])=[N:10]2)[CH:5]=[CH:6][C:7]=1[Cl:8].C([O-])([O-])=O.[K+].[K+].CS(O[CH:32]1[CH2:37][CH2:36][N:35]([C:38]([O:40][C:41]([CH3:44])([CH3:43])[CH3:42])=[O:39])[CH2:34][CH2:33]1)(=O)=O.CCOC(C)=O. Product: [C:41]([O:40][C:38]([N:35]1[CH2:36][CH2:37][CH:32]([O:16][C:12]2[C:11]([C:17]([O:19][CH3:20])=[O:18])=[N:10][N:9]([C:4]3[CH:5]=[CH:6][C:7]([Cl:8])=[C:2]([Cl:1])[CH:3]=3)[C:14](=[O:15])[CH:13]=2)[CH2:33][CH2:34]1)=[O:39])([CH3:44])([CH3:42])[CH3:43]. (4) Reactant: [F:1][C:2]([F:17])([F:16])[O:3][C:4]1[CH:15]=[CH:14][C:7]([CH:8]=[C:9]([C:12]#[N:13])[C:10]#[N:11])=[CH:6][CH:5]=1.[CH:18]([Mg]Br)([CH3:20])[CH3:19].C(C(CC1C=CC=CC=1Cl)(C#N)C#N)C=C. Product: [F:1][C:2]([F:16])([F:17])[O:3][C:4]1[CH:5]=[CH:6][C:7]([CH:8]([CH:9]([C:12]#[N:13])[C:10]#[N:11])[CH:18]([CH3:20])[CH3:19])=[CH:14][CH:15]=1. The catalyst class is: 804. (5) Reactant: [CH3:1][O:2][C:3]1([C:9]2[CH:23]=[CH:22][C:21]([C:24]([F:27])([F:26])[F:25])=[CH:20][C:10]=2[CH2:11][O:12][Si](C(C)(C)C)(C)C)[CH2:8][CH2:7][CH2:6][CH2:5][CH2:4]1.[F-].C([N+](CCCC)(CCCC)CCCC)CCC. Product: [CH3:1][O:2][C:3]1([C:9]2[CH:23]=[CH:22][C:21]([C:24]([F:25])([F:27])[F:26])=[CH:20][C:10]=2[CH2:11][OH:12])[CH2:4][CH2:5][CH2:6][CH2:7][CH2:8]1. The catalyst class is: 7. (6) The catalyst class is: 36. Product: [Br:1][C:2]1[C:23]([C:24]([OH:26])=[O:25])=[C:5]2[CH:6]=[C:7]([C:10](=[O:22])[N:11]([CH2:12][CH2:13][CH:14]([CH3:15])[CH3:16])[CH2:17][CH2:18][CH:19]([CH3:20])[CH3:21])[CH:8]=[CH:9][N:4]2[N:3]=1. Reactant: [Br:1][C:2]1[C:23]([C:24]([O:26]C)=[O:25])=[C:5]2[CH:6]=[C:7]([C:10](=[O:22])[N:11]([CH2:17][CH2:18][CH:19]([CH3:21])[CH3:20])[CH2:12][CH2:13][CH:14]([CH3:16])[CH3:15])[CH:8]=[CH:9][N:4]2[N:3]=1.[Li+].[OH-]. (7) Reactant: [OH-].[Na+].[OH:3][CH2:4][CH2:5][CH2:6][O:7][C:8]1[CH:13]=[CH:12][C:11]([C:14]2[CH:19]=[CH:18][C:17]([C:20]([O:22]CC)=[O:21])=[CH:16][CH:15]=2)=[CH:10][C:9]=1[C:25]1[CH:34]=[CH:33][C:32]2[C:31]([CH3:36])([CH3:35])[CH2:30][CH2:29][C:28]([CH3:38])([CH3:37])[C:27]=2[CH:26]=1.Cl. Product: [OH:3][CH2:4][CH2:5][CH2:6][O:7][C:8]1[CH:13]=[CH:12][C:11]([C:14]2[CH:15]=[CH:16][C:17]([C:20]([OH:22])=[O:21])=[CH:18][CH:19]=2)=[CH:10][C:9]=1[C:25]1[CH:34]=[CH:33][C:32]2[C:31]([CH3:36])([CH3:35])[CH2:30][CH2:29][C:28]([CH3:38])([CH3:37])[C:27]=2[CH:26]=1. The catalyst class is: 7. (8) Reactant: [F:1][C:2]1[C:7]([NH2:8])=[CH:6][CH:5]=[C:4]([F:9])[C:3]=1[NH:10][C:11]1[C:16]([C:17]2[N:25]=[CH:24][N:23]=[C:22]3[C:18]=2[N:19]=[CH:20][N:21]3[CH:26]2[CH2:31][CH2:30][CH2:29][CH2:28][O:27]2)=[CH:15][CH:14]=[CH:13][N:12]=1.[O:32]1[C:36]2[C:37]([S:41](Cl)(=[O:43])=[O:42])=[CH:38][CH:39]=[CH:40][C:35]=2[CH:34]=[CH:33]1.N1C=CC=CC=1. Product: [F:1][C:2]1[C:3]([NH:10][C:11]2[C:16]([C:17]3[N:25]=[CH:24][N:23]=[C:22]4[C:18]=3[N:19]=[CH:20][N:21]4[CH:26]3[CH2:31][CH2:30][CH2:29][CH2:28][O:27]3)=[CH:15][CH:14]=[CH:13][N:12]=2)=[C:4]([F:9])[CH:5]=[CH:6][C:7]=1[NH:8][S:41]([C:37]1[C:36]2[O:32][CH:33]=[CH:34][C:35]=2[CH:40]=[CH:39][CH:38]=1)(=[O:42])=[O:43]. The catalyst class is: 4.